From a dataset of Forward reaction prediction with 1.9M reactions from USPTO patents (1976-2016). Predict the product of the given reaction. (1) Given the reactants FC(F)(F)S(O[C:7]1[CH:12]=[CH:11][C:10]([CH:13]=[O:14])=[CH:9][C:8]=1[O:15][CH2:16][CH3:17])(=O)=O.[CH2:20]([O:27][C:28]1[CH:33]=[C:32]([F:34])[CH:31]=[CH:30][C:29]=1B(O)O)[C:21]1[CH:26]=[CH:25][CH:24]=[CH:23][CH:22]=1, predict the reaction product. The product is: [CH2:20]([O:27][C:28]1[CH:33]=[C:32]([F:34])[CH:31]=[CH:30][C:29]=1[C:7]1[CH:12]=[CH:11][C:10]([CH:13]=[O:14])=[CH:9][C:8]=1[O:15][CH2:16][CH3:17])[C:21]1[CH:22]=[CH:23][CH:24]=[CH:25][CH:26]=1. (2) The product is: [F:31][C:25]1[C:26]([F:30])=[CH:27][CH:28]=[CH:29][C:24]=1[CH2:23][N:3]1[C:4]2=[N:9][C:8]([N:10]3[CH2:11][CH2:12][O:13][CH2:14][CH2:15]3)=[CH:7][C:6](=[O:16])[N:5]2[CH2:17][C@@:2]1([CH3:1])[C:18]([F:21])([F:19])[F:20]. Given the reactants [CH3:1][C@@:2]1([C:18]([F:21])([F:20])[F:19])[CH2:17][N:5]2[C:6](=[O:16])[CH:7]=[C:8]([N:10]3[CH2:15][CH2:14][O:13][CH2:12][CH2:11]3)[N:9]=[C:4]2[NH:3]1.Br[CH2:23][C:24]1[CH:29]=[CH:28][CH:27]=[C:26]([F:30])[C:25]=1[F:31].C(=O)([O-])[O-].[Cs+].[Cs+], predict the reaction product. (3) Given the reactants [OH:1][N:2]=[C:3]([C:5]1[CH:10]=[CH:9][C:8]([CH3:11])=[CH:7][CH:6]=1)[NH2:4].[Cl:12][C:13]([Cl:24])([Cl:23])[C:14](O[C:14](=O)[C:13]([Cl:24])([Cl:23])[Cl:12])=O.O, predict the reaction product. The product is: [CH3:11][C:8]1[CH:9]=[CH:10][C:5]([C:3]2[N:4]=[C:14]([C:13]([Cl:24])([Cl:23])[Cl:12])[O:1][N:2]=2)=[CH:6][CH:7]=1. (4) Given the reactants Br[C:2]1[CH:3]=[C:4]2[C:14](=[CH:15][CH:16]=1)[O:13][C:7]1([CH2:12][CH2:11][CH2:10][O:9][CH2:8]1)[CH2:6][C:5]12[N:20]=[C:19]([NH2:21])[C:18]([CH3:22])=[N:17]1.[Cl:23][C:24]1[CH:25]=[C:26](B(O)O)[CH:27]=[CH:28][C:29]=1[F:30], predict the reaction product. The product is: [Cl:23][C:24]1[CH:25]=[C:26]([C:2]2[CH:3]=[C:4]3[C:14](=[CH:15][CH:16]=2)[O:13][C:7]2([CH2:12][CH2:11][CH2:10][O:9][CH2:8]2)[CH2:6][C:5]23[N:20]=[C:19]([NH2:21])[C:18]([CH3:22])=[N:17]2)[CH:27]=[CH:28][C:29]=1[F:30].